This data is from Forward reaction prediction with 1.9M reactions from USPTO patents (1976-2016). The task is: Predict the product of the given reaction. (1) Given the reactants C[CH:2]1[CH2:7][CH2:6][CH2:5][CH2:4][NH:3]1.[Br:8][C:9]1[CH:14]=[CH:13][C:12]([C:15]2[O:16][C:17]([CH3:27])=[C:18]([CH2:20][CH2:21]OS(C)(=O)=O)[N:19]=2)=[CH:11][CH:10]=1.ClCCl, predict the reaction product. The product is: [Br:8][C:9]1[CH:10]=[CH:11][C:12]([C:15]2[O:16][C:17]([CH3:27])=[C:18]([CH2:20][CH2:21][N:3]3[CH2:2][CH2:7][CH2:6][CH2:5][CH2:4]3)[N:19]=2)=[CH:13][CH:14]=1. (2) Given the reactants [O:1]=[C:2]1[C:7]([CH2:8][C:9]2[CH:16]=[CH:15][C:12]([C:13]#[N:14])=[CH:11][CH:10]=2)=[CH:6][NH:5][C:4](=[S:17])[NH:3]1.C([O-])([O-])=O.[K+].[K+].[Cl:24][C:25]1[CH:30]=[CH:29][C:28]([O:31][C:32]2[CH:37]=[CH:36][C:35]([CH2:38]Cl)=[CH:34][CH:33]=2)=[CH:27][C:26]=1[C:40]([F:43])([F:42])[F:41], predict the reaction product. The product is: [Cl:24][C:25]1[CH:30]=[CH:29][C:28]([O:31][C:32]2[CH:33]=[CH:34][C:35]([CH2:38][S:17][C:4]3[NH:5][CH:6]=[C:7]([CH2:8][C:9]4[CH:16]=[CH:15][C:12]([C:13]#[N:14])=[CH:11][CH:10]=4)[C:2](=[O:1])[N:3]=3)=[CH:36][CH:37]=2)=[CH:27][C:26]=1[C:40]([F:41])([F:42])[F:43].